From a dataset of Reaction yield outcomes from USPTO patents with 853,638 reactions. Predict the reaction yield, written as a fraction of the theoretical maximum amount of product (1.0 means a 100% yield; for example, 0.34 means a 34% yield). The reactants are [Br:1][C:2]1[CH:11]=[C:10]2[C:5]([N:6]=[CH:7][C:8](Cl)=[N:9]2)=[CH:4][CH:3]=1.[CH3:13][N:14]1[CH:18]=[C:17](B2OC(C)(C)C(C)(C)O2)[CH:16]=[N:15]1.C(=O)([O-])[O-].[Na+].[Na+].COCCOC. The catalyst is O.C([O-])(=O)C.[Pd+2].C([O-])(=O)C.C1(P(C2C=CC=CC=2)C2C=CC=CC=2)C=CC=CC=1. The product is [Br:1][C:2]1[CH:11]=[C:10]2[C:5]([N:6]=[CH:7][C:8]([C:17]3[CH:16]=[N:15][N:14]([CH3:13])[CH:18]=3)=[N:9]2)=[CH:4][CH:3]=1. The yield is 0.890.